From a dataset of Reaction yield outcomes from USPTO patents with 853,638 reactions. Predict the reaction yield, written as a fraction of the theoretical maximum amount of product (1.0 means a 100% yield; for example, 0.34 means a 34% yield). (1) The reactants are [NH:1]1[CH2:6][CH2:5][NH:4][CH2:3][CH2:2]1.Cl[CH2:8][C:9]1[CH:14]=[CH:13][C:12]([F:15])=[CH:11][C:10]=1[F:16]. The catalyst is C1COCC1. The product is [F:16][C:10]1[CH:11]=[C:12]([F:15])[CH:13]=[CH:14][C:9]=1[CH2:8][N:1]1[CH2:6][CH2:5][NH:4][CH2:3][CH2:2]1. The yield is 0.920. (2) The reactants are C([O:3][C:4](=[O:29])[CH:5]([C:10]1[CH:15]=[CH:14][C:13]([C:16]2[CH:21]=[CH:20][C:19]([S:22][CH3:23])=[CH:18][CH:17]=2)=[C:12]([O:24][CH2:25][CH:26]2[CH2:28][CH2:27]2)[CH:11]=1)[CH2:6][CH:7]([CH3:9])[CH3:8])C.[OH-].[K+]. The catalyst is CCO.O. The product is [CH:26]1([CH2:25][O:24][C:12]2[CH:11]=[C:10]([CH:5]([CH2:6][CH:7]([CH3:9])[CH3:8])[C:4]([OH:29])=[O:3])[CH:15]=[CH:14][C:13]=2[C:16]2[CH:21]=[CH:20][C:19]([S:22][CH3:23])=[CH:18][CH:17]=2)[CH2:27][CH2:28]1. The yield is 0.920.